Task: Regression. Given a target protein amino acid sequence and a drug SMILES string, predict the binding affinity score between them. We predict pIC50 (pIC50 = -log10(IC50 in M); higher means more potent). Dataset: bindingdb_ic50.. Dataset: Drug-target binding data from BindingDB using IC50 measurements The compound is FC(F)(F)CNc1nc(Nc2ccc3cn[nH]c3c2)nc2ccoc12. The target protein (Q16288) has sequence MDVSLCPAKCSFWRIFLLGSVWLDYVGSVLACPANCVCSKTEINCRRPDDGNLFPLLEGQDSGNSNGNASINITDISRNITSIHIENWRSLHTLNAVDMELYTGLQKLTIKNSGLRSIQPRAFAKNPHLRYINLSSNRLTTLSWQLFQTLSLRELQLEQNFFNCSCDIRWMQLWQEQGEAKLNSQNLYCINADGSQLPLFRMNISQCDLPEISVSHVNLTVREGDNAVITCNGSGSPLPDVDWIVTGLQSINTHQTNLNWTNVHAINLTLVNVTSEDNGFTLTCIAENVVGMSNASVALTVYYPPRVVSLEEPELRLEHCIEFVVRGNPPPTLHWLHNGQPLRESKIIHVEYYQEGEISEGCLLFNKPTHYNNGNYTLIAKNPLGTANQTINGHFLKEPFPESTDNFILFDEVSPTPPITVTHKPEEDTFGVSIAVGLAAFACVLLVVLFVMINKYGRRSKFGMKGPVAVISGEEDSASPLHHINHGITTPSSLDAGPDT.... The pIC50 is 5.0.